From a dataset of Forward reaction prediction with 1.9M reactions from USPTO patents (1976-2016). Predict the product of the given reaction. (1) Given the reactants [O:1]1[CH2:6][CH2:5][CH:4]([CH:7]2[C:16]3[C:11](=[CH:12][CH:13]=[CH:14][CH:15]=3)[N:10]([CH2:17][C:18]([NH2:20])=O)[CH2:9][CH2:8]2)[CH2:3][CH2:2]1.O1CCCC1.B, predict the reaction product. The product is: [O:1]1[CH2:6][CH2:5][CH:4]([CH:7]2[C:16]3[C:11](=[CH:12][CH:13]=[CH:14][CH:15]=3)[N:10]([CH2:17][CH2:18][NH2:20])[CH2:9][CH2:8]2)[CH2:3][CH2:2]1. (2) Given the reactants CS(O[CH2:6][CH2:7][C:8]1[O:9][C:10]2[CH:16]=[CH:15][C:14]([C:17]3[CH:22]=[CH:21][C:20]([C:23]([N:25]4[CH2:30][CH2:29][O:28][CH2:27][CH2:26]4)=[O:24])=[CH:19][N:18]=3)=[CH:13][C:11]=2[CH:12]=1)(=O)=O.[CH3:31][NH:32][CH3:33], predict the reaction product. The product is: [CH3:31][N:32]([CH3:33])[CH2:6][CH2:7][C:8]1[O:9][C:10]2[CH:16]=[CH:15][C:14]([C:17]3[CH:22]=[CH:21][C:20]([C:23]([N:25]4[CH2:30][CH2:29][O:28][CH2:27][CH2:26]4)=[O:24])=[CH:19][N:18]=3)=[CH:13][C:11]=2[CH:12]=1. (3) Given the reactants [NH2:1][C@H:2]1[CH2:7][CH2:6][C@H:5]([NH2:8])[CH2:4][CH2:3]1.[Cl:9][C:10]1[N:18]=[C:17]2[C:13]([N:14]=[CH:15][N:16]2[CH:19]2[CH2:23][CH2:22][CH2:21][CH2:20]2)=[C:12]([NH:24][C:25]2[CH:30]=[CH:29][C:28]([S:31]([NH:34][C:35]3[S:36][CH:37]=[CH:38][N:39]=3)(=[O:33])=[O:32])=[CH:27][CH:26]=2)[N:11]=1.CO, predict the reaction product. The product is: [ClH:9].[ClH:9].[NH2:1][C@H:2]1[CH2:7][CH2:6][C@H:5]([NH:8][C:10]2[N:18]=[C:17]3[C:13]([N:14]=[CH:15][N:16]3[CH:19]3[CH2:23][CH2:22][CH2:21][CH2:20]3)=[C:12]([NH:24][C:25]3[CH:30]=[CH:29][C:28]([S:31]([NH:34][C:35]4[S:36][CH:37]=[CH:38][N:39]=4)(=[O:33])=[O:32])=[CH:27][CH:26]=3)[N:11]=2)[CH2:4][CH2:3]1. (4) Given the reactants [CH:1]1[C:14]2[C:13]3[C:8](=[CH:9][CH:10]=[CH:11][CH:12]=3)[C:7](=[O:15])[NH:6][C:5]=2[CH:4]=[CH:3][CH:2]=1.[Br:16]Br, predict the reaction product. The product is: [Br:16][C:2]1[CH:3]=[CH:4][C:5]2[NH:6][C:7](=[O:15])[C:8]3[C:13](=[CH:12][CH:11]=[CH:10][CH:9]=3)[C:14]=2[CH:1]=1. (5) Given the reactants [N:1]1[CH:6]=[CH:5][CH:4]=[CH:3][C:2]=1[CH2:7][N:8]1[C:16]2[C:11](=[CH:12][C:13]([NH:17][C:18]3[C:27]4[C:22](=[CH:23][CH:24]=[CH:25][C:26]=4[O:28][CH2:29][C:30]([O:32]C)=O)[N:21]=[CH:20][N:19]=3)=[CH:14][CH:15]=2)[CH:10]=[N:9]1.[CH3:34][NH:35][CH3:36], predict the reaction product. The product is: [CH3:34][N:35]([CH3:36])[C:30](=[O:32])[CH2:29][O:28][C:26]1[CH:25]=[CH:24][CH:23]=[C:22]2[C:27]=1[C:18]([NH:17][C:13]1[CH:12]=[C:11]3[C:16](=[CH:15][CH:14]=1)[N:8]([CH2:7][C:2]1[CH:3]=[CH:4][CH:5]=[CH:6][N:1]=1)[N:9]=[CH:10]3)=[N:19][CH:20]=[N:21]2.